This data is from Forward reaction prediction with 1.9M reactions from USPTO patents (1976-2016). The task is: Predict the product of the given reaction. (1) Given the reactants [C:1]([O:5][C:6]([N:8]1[CH2:25][CH2:24][CH2:23][C@@:10]2([O:14][C:13](=[O:15])[N:12]([C:16]3[CH:17]=[N:18][C:19]([NH2:22])=[CH:20][CH:21]=3)[CH2:11]2)[CH2:9]1)=[O:7])([CH3:4])([CH3:3])[CH3:2].[CH3:26][N:27]([CH3:45])[C:28]([C:30]1[N:39]([CH:40]2[CH2:44][CH2:43][CH2:42][CH2:41]2)[C:33]2[N:34]=[C:35](Cl)[N:36]=[CH:37][C:32]=2[CH:31]=1)=[O:29], predict the reaction product. The product is: [C:1]([O:5][C:6]([N:8]1[CH2:25][CH2:24][CH2:23][C@@:10]2([O:14][C:13](=[O:15])[N:12]([C:16]3[CH:17]=[N:18][C:19]([NH:22][C:35]4[N:36]=[CH:37][C:32]5[CH:31]=[C:30]([C:28](=[O:29])[N:27]([CH3:26])[CH3:45])[N:39]([CH:40]6[CH2:44][CH2:43][CH2:42][CH2:41]6)[C:33]=5[N:34]=4)=[CH:20][CH:21]=3)[CH2:11]2)[CH2:9]1)=[O:7])([CH3:4])([CH3:2])[CH3:3]. (2) Given the reactants [NH2:1][C:2]1[CH:3]=[C:4]2[C:8](=[CH:9][CH:10]=1)[NH:7][C:6](=[O:11])[CH2:5]2.N1C=CC=CC=1.Cl[C:19]([O:21][CH2:22][C:23]([Cl:26])([Cl:25])[Cl:24])=[O:20].O, predict the reaction product. The product is: [O:11]=[C:6]1[CH2:5][C:4]2[C:8](=[CH:9][CH:10]=[C:2]([NH:1][C:19](=[O:20])[O:21][CH2:22][C:23]([Cl:26])([Cl:25])[Cl:24])[CH:3]=2)[NH:7]1. (3) Given the reactants [F:1][C:2]1[CH:7]=[CH:6][C:5]([N:8]2[CH:12]=[CH:11][N:10]=[C:9]2[CH2:13][CH2:14][C:15]([O:17][CH2:18][CH3:19])=[O:16])=[C:4]([N+:20]([O-])=O)[CH:3]=1.[O-]S([O-])(=S)=O.[Na+].[Na+].C(=O)([O-])O.[Na+], predict the reaction product. The product is: [NH2:20][C:4]1[CH:3]=[C:2]([F:1])[CH:7]=[CH:6][C:5]=1[N:8]1[CH:12]=[CH:11][N:10]=[C:9]1[CH2:13][CH2:14][C:15]([O:17][CH2:18][CH3:19])=[O:16]. (4) Given the reactants [C:1]1(=[O:11])[N:5]([CH2:6][C:7]([OH:9])=[O:8])[C:4](=[O:10])[CH:3]=[CH:2]1.[C:12]1(C)[CH:17]=[CH:16]C(S(O)(=O)=O)=[CH:14][CH:13]=1.C1(C)C=CC=CC=1.C(O)CCCC, predict the reaction product. The product is: [C:4]1(=[O:10])[N:5]([CH2:6][C:7]([O:9][CH2:14][CH2:13][CH2:12][CH2:17][CH3:16])=[O:8])[C:1](=[O:11])[CH:2]=[CH:3]1. (5) Given the reactants [Br:1]N1C(=O)CCC1=O.[Cl:9][C:10]1[C:11]2[N:12]([CH:17]=[CH:18][N:19]=2)[C:13]([CH3:16])=[CH:14][N:15]=1, predict the reaction product. The product is: [Br:1][C:17]1[N:12]2[C:13]([CH3:16])=[CH:14][N:15]=[C:10]([Cl:9])[C:11]2=[N:19][CH:18]=1.